Regression. Given two drug SMILES strings and cell line genomic features, predict the synergy score measuring deviation from expected non-interaction effect. From a dataset of NCI-60 drug combinations with 297,098 pairs across 59 cell lines. Drug 1: CC1=C(C=C(C=C1)NC(=O)C2=CC=C(C=C2)CN3CCN(CC3)C)NC4=NC=CC(=N4)C5=CN=CC=C5. Drug 2: CC1CCC2CC(C(=CC=CC=CC(CC(C(=O)C(C(C(=CC(C(=O)CC(OC(=O)C3CCCCN3C(=O)C(=O)C1(O2)O)C(C)CC4CCC(C(C4)OC)OCCO)C)C)O)OC)C)C)C)OC. Cell line: OVCAR3. Synergy scores: CSS=-3.56, Synergy_ZIP=-1.24, Synergy_Bliss=-6.01, Synergy_Loewe=-3.40, Synergy_HSA=-5.89.